This data is from Tox21: 12 toxicity assays (nuclear receptors and stress response pathways). The task is: Binary classification across 12 toxicity assays. (1) The compound is Cc1ccc2c(Cl)cc(Cl)c(O)c2n1. It tested positive (active) for: NR-AR-LBD (Androgen Receptor Ligand Binding Domain agonist), NR-PPAR-gamma (PPAR-gamma nuclear receptor agonist), SR-ATAD5 (ATAD5 genotoxicity (DNA damage)), and SR-MMP (Mitochondrial Membrane Potential disruption). (2) The compound is O=C(CCl)Nc1ccccc1. It tested positive (active) for: SR-ARE (Antioxidant Response Element (oxidative stress)), and SR-HSE (Heat Shock Element response). (3) The compound is CC(=O)C(=O)O. It tested positive (active) for: SR-ARE (Antioxidant Response Element (oxidative stress)). (4) It tested positive (active) for: NR-PPAR-gamma (PPAR-gamma nuclear receptor agonist). The drug is CC(C(=O)O)c1ccc2c(c1)CC(=O)c1ccccc1S2.